Dataset: Forward reaction prediction with 1.9M reactions from USPTO patents (1976-2016). Task: Predict the product of the given reaction. (1) Given the reactants [Br:1][C:2]1[CH:7]=[CH:6][C:5]([OH:8])=[C:4]([F:9])[C:3]=1[F:10].[H-].[Na+].[CH2:13]([O:15][C:16](=[O:21])[CH2:17][CH2:18][CH2:19]Br)[CH3:14], predict the reaction product. The product is: [CH2:13]([O:15][C:16](=[O:21])[CH2:17][CH2:18][CH2:19][O:8][C:5]1[CH:6]=[CH:7][C:2]([Br:1])=[C:3]([F:10])[C:4]=1[F:9])[CH3:14]. (2) Given the reactants Cl[C:2]1[C:3]2[CH2:11][N:10]([C:12]3[CH:19]=[CH:18][C:17]([CH3:20])=[CH:16][C:13]=3[C:14]#[N:15])[CH2:9][CH2:8][C:4]=2[N:5]=[CH:6][N:7]=1.[CH:21]1([C:24]2[CH:25]=[CH:26][C:27]([CH2:30][NH2:31])=[N:28][CH:29]=2)[CH2:23][CH2:22]1.C(N(CC)C(C)C)(C)C, predict the reaction product. The product is: [CH:21]1([C:24]2[CH:25]=[CH:26][C:27]([CH2:30][NH:31][C:2]3[C:3]4[CH2:11][N:10]([C:12]5[CH:19]=[CH:18][C:17]([CH3:20])=[CH:16][C:13]=5[C:14]#[N:15])[CH2:9][CH2:8][C:4]=4[N:5]=[CH:6][N:7]=3)=[N:28][CH:29]=2)[CH2:23][CH2:22]1. (3) Given the reactants [C:1]1([C:9]2[CH:14]=[CH:13][CH:12]=[CH:11][CH:10]=2)[CH:6]=[CH:5][C:4]([NH2:7])=[C:3]([NH2:8])[CH:2]=1.CO.O.[N:18]#[C:19]Br, predict the reaction product. The product is: [C:9]1([C:1]2[CH:6]=[CH:5][C:4]3[NH:7][C:19]([NH2:18])=[N:8][C:3]=3[CH:2]=2)[CH:14]=[CH:13][CH:12]=[CH:11][CH:10]=1. (4) Given the reactants [CH3:1][O:2][C:3](=[O:21])[C:4]1[CH:9]=[CH:8][CH:7]=[CH:6][C:5]=1[S:10][C:11]1[CH:16]=[CH:15][C:14]([Cl:17])=[CH:13][C:12]=1[N+:18]([O-])=O.O.O.Cl[Sn]Cl, predict the reaction product. The product is: [CH3:1][O:2][C:3](=[O:21])[C:4]1[CH:9]=[CH:8][CH:7]=[CH:6][C:5]=1[S:10][C:11]1[CH:16]=[CH:15][C:14]([Cl:17])=[CH:13][C:12]=1[NH2:18]. (5) Given the reactants [CH3:1][CH:2]1[CH2:7][CH2:6][CH2:5][N:4]([C:8]2[O:9][C:10]([C:17]([NH:19][C:20]3[CH:21]=[CH:22][C:23]([N:26]4[CH2:31][CH2:30][N:29]([CH2:32]C5C=C(C=CC=5)C(OC)=O)[C:28](=O)[CH2:27]4)=[N:24][CH:25]=3)=[O:18])=[C:11]([C:13]([F:16])([F:15])[F:14])[N:12]=2)[CH2:3]1.[C:44]1([CH2:50][S:51](Cl)(=[O:53])=[O:52])[CH:49]=[CH:48][CH:47]=[CH:46][CH:45]=1, predict the reaction product. The product is: [CH2:50]([S:51]([N:29]1[CH2:32][CH2:30][CH2:31][N:26]([C:23]2[N:24]=[CH:25][C:20]([NH:19][C:17]([C:10]3[O:9][C:8]([N:4]4[CH2:5][CH2:6][CH2:7][CH:2]([CH3:1])[CH2:3]4)=[N:12][C:11]=3[C:13]([F:15])([F:14])[F:16])=[O:18])=[CH:21][CH:22]=2)[CH2:27][CH2:28]1)(=[O:53])=[O:52])[C:44]1[CH:49]=[CH:48][CH:47]=[CH:46][CH:45]=1.